This data is from Retrosynthesis with 50K atom-mapped reactions and 10 reaction types from USPTO. The task is: Predict the reactants needed to synthesize the given product. (1) Given the product CC(OC(=O)Nc1conc1-c1ccc(CBr)cc1)c1ccccc1Cl, predict the reactants needed to synthesize it. The reactants are: Cc1ccc(-c2nocc2NC(=O)OC(C)c2ccccc2Cl)cc1.O=C1CCC(=O)N1Br. (2) Given the product OC(C#Cc1cccnc1)c1ccccc1, predict the reactants needed to synthesize it. The reactants are: Brc1cccnc1.C#CC(O)c1ccccc1.